Dataset: Forward reaction prediction with 1.9M reactions from USPTO patents (1976-2016). Task: Predict the product of the given reaction. (1) Given the reactants [C:1]1([C:8]2[CH:13]=[CH:12][CH:11]=[CH:10][CH:9]=2)[C:2](N)=[CH:3][CH:4]=[CH:5][CH:6]=1.F[C:15]1[C:16]([N+:23]([O-:25])=[O:24])=[C:17]([CH:20]=[CH:21][CH:22]=1)[C:18]#[N:19].C([N:29](CC)C(C)C)(C)C, predict the reaction product. The product is: [C:1]1([C:8]2[CH:13]=[CH:12][CH:11]=[CH:10][CH:9]=2)[CH:2]=[CH:3][CH:4]=[C:5]([NH:29][C:15]2[C:16]([N+:23]([O-:25])=[O:24])=[C:17]([CH:20]=[CH:21][CH:22]=2)[C:18]#[N:19])[CH:6]=1. (2) Given the reactants [C:1]([C:5]1[CH:25]=[CH:24][C:8]2[NH:9][C:10]([C@@H:12]([NH:16]C(=O)OC(C)(C)C)[C@H:13]([OH:15])[CH3:14])=[N:11][C:7]=2[CH:6]=1)([CH3:4])([CH3:3])[CH3:2].C(O)(C(F)(F)F)=O, predict the reaction product. The product is: [NH2:16][C@H:12]([C:10]1[NH:9][C:8]2[CH:24]=[CH:25][C:5]([C:1]([CH3:2])([CH3:4])[CH3:3])=[CH:6][C:7]=2[N:11]=1)[C@H:13]([OH:15])[CH3:14]. (3) Given the reactants [NH2:1][C@H:2]([C:7]([NH:9][CH2:10][CH:11]1[CH2:16][CH2:15][CH2:14][N:13]([C:17]([O:19][C:20]([CH3:23])([CH3:22])[CH3:21])=[O:18])[CH2:12]1)=[O:8])[CH2:3][CH:4]([CH3:6])[CH3:5].CCN(CC)CC.C1C=CC2N(O)N=NC=2C=1.[S:41]1[C:45]2[CH:46]=[CH:47][CH:48]=[CH:49][C:44]=2[CH:43]=[C:42]1[C:50](O)=[O:51], predict the reaction product. The product is: [S:41]1[C:45]2[CH:46]=[CH:47][CH:48]=[CH:49][C:44]=2[CH:43]=[C:42]1[C:50]([NH:1][C@H:2]([C:7]([NH:9][CH2:10][CH:11]1[CH2:16][CH2:15][CH2:14][N:13]([C:17]([O:19][C:20]([CH3:21])([CH3:23])[CH3:22])=[O:18])[CH2:12]1)=[O:8])[CH2:3][CH:4]([CH3:6])[CH3:5])=[O:51].